This data is from Forward reaction prediction with 1.9M reactions from USPTO patents (1976-2016). The task is: Predict the product of the given reaction. The product is: [CH:1]1([CH2:7][CH2:8][CH2:9][C@@H:10]([C:15]2[O:19][N:18]=[C:17]([CH2:20][CH2:21][O:22][CH3:23])[N:16]=2)[CH2:11][C:12]([NH:37][OH:38])=[O:13])[CH2:6][CH2:5][CH2:4][CH2:3][CH2:2]1. Given the reactants [CH:1]1([CH2:7][CH2:8][CH2:9][C@@H:10]([C:15]2[O:19][N:18]=[C:17]([CH2:20][CH2:21][O:22][CH3:23])[N:16]=2)[CH2:11][C:12](O)=[O:13])[CH2:6][CH2:5][CH2:4][CH2:3][CH2:2]1.C(N1C=CN=C1)(N1C=CN=C1)=O.Cl.[NH2:37][OH:38], predict the reaction product.